Predict the reaction yield, written as a fraction of the theoretical maximum amount of product (1.0 means a 100% yield; for example, 0.34 means a 34% yield). From a dataset of Reaction yield outcomes from USPTO patents with 853,638 reactions. (1) The reactants are [S:1]([C:5]1[CH:10]=[CH:9][C:8]([NH:11][C:12]2[N:21]=[CH:20][C:19]3[C:14](=[CH:15][C:16]([C:22]([O-:24])=[O:23])=[CH:17][CH:18]=3)[N:13]=2)=[CH:7][CH:6]=1)(=[O:4])(=[O:3])[NH2:2].[OH-].[Na+].[CH3:27]O. No catalyst specified. The product is [CH3:27][C:20]1[C:19]2[C:14](=[CH:15][C:16]([C:22]([OH:24])=[O:23])=[CH:17][CH:18]=2)[N:13]=[C:12]([NH:11][C:8]2[CH:7]=[CH:6][C:5]([S:1](=[O:3])(=[O:4])[NH2:2])=[CH:10][CH:9]=2)[N:21]=1. The yield is 1.00. (2) The reactants are [F:1][C:2]([F:17])([F:16])[C:3]1[CH:4]=[C:5]([C@@H:13](O)[CH3:14])[CH:6]=[C:7]([C:9]([F:12])([F:11])[F:10])[CH:8]=1.P(Br)(Br)[Br:19].Br. The catalyst is CCCCCCC. The product is [Br:19][C@@H:13]([C:5]1[CH:4]=[C:3]([C:2]([F:17])([F:16])[F:1])[CH:8]=[C:7]([C:9]([F:12])([F:11])[F:10])[CH:6]=1)[CH3:14]. The yield is 0.900. (3) The reactants are [Cl:1][C:2]1[C:7]([CH:8]([CH3:10])[CH3:9])=[CH:6][C:5]([NH2:11])=[C:4]([N+:12]([O-])=O)[CH:3]=1.[CH2:15]([O:17][C:18]([C:20]1[C:21]([CH:26]=O)=[N:22][NH:23][C:24]=1[CH3:25])=[O:19])[CH3:16].[O-]S(S([O-])=O)=O.[Na+].[Na+]. The catalyst is [NH4+].[OH-]. The product is [CH2:15]([O:17][C:18]([C:20]1[C:21]([C:26]2[NH:11][C:5]3[CH:6]=[C:7]([CH:8]([CH3:10])[CH3:9])[C:2]([Cl:1])=[CH:3][C:4]=3[N:12]=2)=[N:22][NH:23][C:24]=1[CH3:25])=[O:19])[CH3:16]. The yield is 0.630. (4) The catalyst is ClCCl.CN(C1C=CN=CC=1)C. The reactants are [NH2:1][C:2]1[CH:7]=[CH:6][CH:5]=[CH:4][N:3]=1.[F:8][CH:9]([F:13])[C:10](O)=[O:11].CCN=C=NCCCN(C)C.Cl. The product is [F:8][CH:9]([F:13])[C:10]([N:1]=[C:2]1[CH:7]=[CH:6][CH:5]=[CH:4][NH:3]1)=[O:11]. The yield is 0.140. (5) The reactants are [C:1]([O:5][C:6]([N:8]1[CH2:13][CH2:12][CH:11]([NH:14][C:15]2[CH:20]=[CH:19][C:18]([C:21]([O:23][CH2:24][CH:25]=[CH2:26])=[O:22])=[CH:17][C:16]=2[NH2:27])[CH2:10][CH2:9]1)=[O:7])([CH3:4])([CH3:3])[CH3:2].C(N(C(C)C)C(C)C)C.Cl[C:38](Cl)([O:40]C(=O)OC(Cl)(Cl)Cl)Cl. The catalyst is C1(C)C=CC=CC=1. The product is [CH2:24]([O:23][C:21]([C:18]1[CH:19]=[CH:20][C:15]2[N:14]([CH:11]3[CH2:12][CH2:13][N:8]([C:6]([O:5][C:1]([CH3:4])([CH3:3])[CH3:2])=[O:7])[CH2:9][CH2:10]3)[C:38](=[O:40])[NH:27][C:16]=2[CH:17]=1)=[O:22])[CH:25]=[CH2:26]. The yield is 0.730. (6) The reactants are [F:1][CH:2]([F:29])[O:3][C:4]1[CH:9]=[CH:8][C:7]([N:10]([CH2:17][C:18]2[CH:27]=[C:21]3[C:22](=[O:26])[NH:23][CH2:24][CH2:25][N:20]3[N:19]=2)C(=O)C(F)(F)F)=[C:6]([F:28])[CH:5]=1.[F:30][C:31]1[CH:32]=[C:33](Br)[CH:34]=[CH:35][CH:36]=1.C(=O)([O-])[O-].[K+].[K+].CNCCNC. The catalyst is C1(C)C=CC=CC=1.CCOC(C)=O.[Cu]I.CO. The product is [F:29][CH:2]([F:1])[O:3][C:4]1[CH:9]=[CH:8][C:7]([NH:10][CH2:17][C:18]2[CH:27]=[C:21]3[C:22](=[O:26])[N:23]([C:35]4[CH:34]=[CH:33][CH:32]=[C:31]([F:30])[CH:36]=4)[CH2:24][CH2:25][N:20]3[N:19]=2)=[C:6]([F:28])[CH:5]=1. The yield is 0.290.